Dataset: Forward reaction prediction with 1.9M reactions from USPTO patents (1976-2016). Task: Predict the product of the given reaction. (1) The product is: [CH2:1]([O:3][C:4](=[O:26])[CH:5]([C:9]1[C:10]([F:25])=[CH:11][C:12]([C:31]2[CH:30]=[N:29][C:28]([NH2:27])=[CH:33][CH:32]=2)=[CH:13][C:14]=1[F:15])[O:6][CH2:7][CH3:8])[CH3:2]. Given the reactants [CH2:1]([O:3][C:4](=[O:26])[CH:5]([C:9]1[C:14]([F:15])=[CH:13][C:12](B2OC(C)(C)C(C)(C)O2)=[CH:11][C:10]=1[F:25])[O:6][CH2:7][CH3:8])[CH3:2].[NH2:27][C:28]1[CH:33]=[CH:32][C:31](Br)=[CH:30][N:29]=1.[F-].[Cs+], predict the reaction product. (2) Given the reactants [CH3:1][O:2][C:3](=[O:13])[C:4]([OH:12])=[CH:5][C:6]1[CH:7]=[N:8][CH:9]=[CH:10][CH:11]=1.[Br:14]Br.CO, predict the reaction product. The product is: [BrH:14].[CH3:1][O:2][C:3](=[O:13])[C:4](=[O:12])[CH:5]([Br:14])[C:6]1[CH:7]=[N:8][CH:9]=[CH:10][CH:11]=1. (3) The product is: [NH:11]1[CH:12]=[CH:13][CH:14]=[C:10]1[C:9]1[N:4]2[N:3]=[C:2]([NH:1][C:23](=[O:30])[C:24]3[CH:29]=[CH:28][CH:27]=[CH:26][CH:25]=3)[N:22]=[C:5]2[CH:6]=[CH:7][CH:8]=1. Given the reactants [NH2:1][C:2]1[N:22]=[C:5]2[CH:6]=[CH:7][CH:8]=[C:9]([C:10]3[N:11](C(OC(C)(C)C)=O)[CH:12]=[CH:13][CH:14]=3)[N:4]2[N:3]=1.[C:23](Cl)(=[O:30])[C:24]1[CH:29]=[CH:28][CH:27]=[CH:26][CH:25]=1, predict the reaction product.